From a dataset of Full USPTO retrosynthesis dataset with 1.9M reactions from patents (1976-2016). Predict the reactants needed to synthesize the given product. (1) The reactants are: Cl[C:2]1[CH:7]=[CH:6][N:5]=[CH:4][C:3]=1[N+:8]([O-:10])=[O:9].[Si:11]([O:18][C@@H:19]1[CH2:24][CH2:23][NH:22][CH2:21][C@H:20]1[NH:25][C:26](=[O:32])[O:27][C:28]([CH3:31])([CH3:30])[CH3:29])([C:14]([CH3:17])([CH3:16])[CH3:15])([CH3:13])[CH3:12].C(N(CC)CC)C. Given the product [Si:11]([O:18][C@@H:19]1[CH2:24][CH2:23][N:22]([C:2]2[CH:7]=[CH:6][N:5]=[CH:4][C:3]=2[N+:8]([O-:10])=[O:9])[CH2:21][C@H:20]1[NH:25][C:26](=[O:32])[O:27][C:28]([CH3:31])([CH3:30])[CH3:29])([C:14]([CH3:17])([CH3:16])[CH3:15])([CH3:13])[CH3:12], predict the reactants needed to synthesize it. (2) Given the product [NH2:30][C:24]1[C:25]([NH:29][C:1](=[O:3])[CH3:2])=[C:26]([NH2:28])[N:27]=[C:22]([N:15]2[C:16]3[C:21](=[CH:20][CH:19]=[CH:18][CH:17]=3)[C:13]([S:12][C:7]3[CH:8]=[CH:9][CH:10]=[CH:11][C:6]=3[F:5])=[N:14]2)[N:23]=1, predict the reactants needed to synthesize it. The reactants are: [C:1](Cl)(=[O:3])[CH3:2].[F:5][C:6]1[CH:11]=[CH:10][CH:9]=[CH:8][C:7]=1[S:12][C:13]1[C:21]2[C:16](=[CH:17][CH:18]=[CH:19][CH:20]=2)[N:15]([C:22]2[N:27]=[C:26]([NH2:28])[C:25]([NH2:29])=[C:24]([NH2:30])[N:23]=2)[N:14]=1. (3) Given the product [O:49]1[CH:48]=[CH:6][CH:5]=[C:4]1[CH2:3][NH:7][C:8](=[S:30])[O:9][CH2:10]/[CH:11]=[C:12](\[CH3:29])/[CH2:13][CH2:14]/[CH:15]=[C:16](\[CH3:28])/[CH2:17][CH2:18]/[CH:19]=[C:20](\[CH3:27])/[CH2:21][CH2:22][CH:23]=[C:24]([CH3:25])[CH3:26], predict the reactants needed to synthesize it. The reactants are: N1[CH:6]=[CH:5][CH:4]=[C:3]([NH:7][C:8](=[S:30])[O:9][CH2:10]/[CH:11]=[C:12](\[CH3:29])/[CH2:13][CH2:14]/[CH:15]=[C:16](\[CH3:28])/[CH2:17][CH2:18]/[CH:19]=[C:20](\[CH3:27])/[CH2:21][CH2:22][CH:23]=[C:24]([CH3:26])[CH3:25])C=1.C(C/C(/C)=C/CC/C(/C)=C/[CH2:48][OH:49])/C=C(/CCC=C(C)C)\C.O1C=CC=C1CN=C=S. (4) Given the product [Br:1][C:2]1[CH:9]=[CH:8][C:7]([O:10][CH3:11])=[CH:6][C:3]=1[CH2:4][O:5][Si:17]([C:20]([CH3:23])([CH3:22])[CH3:21])([CH3:19])[CH3:18], predict the reactants needed to synthesize it. The reactants are: [Br:1][C:2]1[CH:9]=[CH:8][C:7]([O:10][CH3:11])=[CH:6][C:3]=1[CH2:4][OH:5].N1C=CN=C1.[Si:17](Cl)([C:20]([CH3:23])([CH3:22])[CH3:21])([CH3:19])[CH3:18].CCOCC. (5) Given the product [Cl:13][C:14]1[C:23]([CH:28]=[O:29])=[CH:22][C:21]2[C:16](=[C:17]([C:24]([F:26])([F:25])[F:27])[CH:18]=[CH:19][CH:20]=2)[N:15]=1, predict the reactants needed to synthesize it. The reactants are: C([Li])CCC.C(NC(C)C)(C)C.[Cl:13][C:14]1[CH:23]=[CH:22][C:21]2[C:16](=[C:17]([C:24]([F:27])([F:26])[F:25])[CH:18]=[CH:19][CH:20]=2)[N:15]=1.[CH:28](OCC)=[O:29]. (6) Given the product [NH2:39][C:37](=[O:38])[CH2:36][NH:35][C:16]([C@@H:9]1[CH2:10][C:11](=[N:13][O:14][CH3:15])[CH2:12][N:8]1[C:6]([C:29]1[CH:28]=[CH:27][C:26]([C:21]2[CH:22]=[CH:23][CH:24]=[CH:25][C:20]=2[CH3:19])=[CH:31][CH:30]=1)=[O:7])=[O:18], predict the reactants needed to synthesize it. The reactants are: C(O[C:6]([N:8]1[CH2:12][C:11](=[N:13][O:14][CH3:15])[CH2:10][C@H:9]1[C:16]([OH:18])=O)=[O:7])(C)(C)C.[CH3:19][C:20]1[CH:25]=[CH:24][CH:23]=[CH:22][C:21]=1[C:26]1[CH:31]=[CH:30][C:29](C(O)=O)=[CH:28][CH:27]=1.[NH2:35][CH2:36][C:37]([NH2:39])=[O:38]. (7) Given the product [CH2:1]([N:3]1[CH2:16][CH2:15][C:6]2[N:7]([CH2:18][C:19]3[CH:24]=[N:23][C:22]([CH3:25])=[CH:21][CH:20]=3)[C:8]3[CH:9]=[CH:10][C:11]([CH3:14])=[CH:12][C:13]=3[C:5]=2[CH2:4]1)[CH3:2], predict the reactants needed to synthesize it. The reactants are: [CH2:1]([N:3]1[CH2:16][CH2:15][C:6]2[NH:7][C:8]3[CH:9]=[CH:10][C:11]([CH3:14])=[CH:12][C:13]=3[C:5]=2[CH2:4]1)[CH3:2].Cl[CH2:18][C:19]1[CH:20]=[CH:21][C:22]([CH3:25])=[N:23][CH:24]=1.[H-].[Na+].